From a dataset of Catalyst prediction with 721,799 reactions and 888 catalyst types from USPTO. Predict which catalyst facilitates the given reaction. Reactant: Cl[C:2]1[CH:7]=[CH:6][C:5]([CH2:8][O:9][CH3:10])=[CH:4][N:3]=1.[C:11]([Zn]C#N)#[N:12].CN(C=O)C. Product: [CH3:10][O:9][CH2:8][C:5]1[CH:6]=[CH:7][C:2]([C:11]#[N:12])=[N:3][CH:4]=1. The catalyst class is: 103.